From a dataset of Full USPTO retrosynthesis dataset with 1.9M reactions from patents (1976-2016). Predict the reactants needed to synthesize the given product. Given the product [F:24][C:2]([F:1])([F:23])[C:3]1[CH:22]=[CH:21][CH:20]=[CH:19][C:4]=1[CH:5]([O:14][CH:15]1[CH2:18][N:17]([C:40]([NH:39][C:29]23[CH2:38][CH:33]4[CH2:32][CH:31]([CH2:37][CH:35]([CH2:34]4)[CH2:36]2)[CH2:30]3)=[O:41])[CH2:16]1)[C:6]1[CH:11]=[CH:10][C:9]([O:12][CH3:13])=[CH:8][CH:7]=1, predict the reactants needed to synthesize it. The reactants are: [F:1][C:2]([F:24])([F:23])[C:3]1[CH:22]=[CH:21][CH:20]=[CH:19][C:4]=1[CH:5]([O:14][CH:15]1[CH2:18][NH:17][CH2:16]1)[C:6]1[CH:11]=[CH:10][C:9]([O:12][CH3:13])=[CH:8][CH:7]=1.C(=O)([O-])[O-].[C:29]12([N:39]=[C:40]=[O:41])[CH2:38][CH:33]3[CH2:34][CH:35]([CH2:37][CH:31]([CH2:32]3)[CH2:30]1)[CH2:36]2.